Predict which catalyst facilitates the given reaction. From a dataset of Catalyst prediction with 721,799 reactions and 888 catalyst types from USPTO. (1) Reactant: C([N-]C(C)C)(C)C.[Li+].C1COCC1.CCCCCCC.C(C1C=CC=CC=1)C.[CH3:29][C:30]1[CH:35]=[CH:34][N:33]=[CH:32][CH:31]=1.[CH2:36]([O:43][C:44]1[CH:55]=[CH:54][C:47]([C:48](N(OC)C)=[O:49])=[CH:46][CH:45]=1)[C:37]1[CH:42]=[CH:41][CH:40]=[CH:39][CH:38]=1.C(O)(=O)C. Product: [CH2:36]([O:43][C:44]1[CH:45]=[CH:46][C:47]([C:48](=[O:49])[CH2:29][C:30]2[CH:35]=[CH:34][N:33]=[CH:32][CH:31]=2)=[CH:54][CH:55]=1)[C:37]1[CH:38]=[CH:39][CH:40]=[CH:41][CH:42]=1. The catalyst class is: 1. (2) Reactant: [CH3:1][C:2]1([CH3:14])[S:6][C@@H:5]2[C@H:7]([NH2:10])[C:8](=[O:9])[N:4]2[C@H:3]1[C:11]([OH:13])=[O:12].O=S(Cl)Cl.[C:19](Cl)(C(Cl)=O)=O.[Si](C=[N+]=[N-])(C)(C)C. Product: [NH2:10][C@@H:7]1[C:8](=[O:9])[N:4]2[C@H:5]1[S:6][C:2]([CH3:14])([CH3:1])[C@@H:3]2[C:11]([O:13][CH3:19])=[O:12]. The catalyst class is: 5. (3) Reactant: [CH2:1]([C@@:4]1([CH3:34])[CH2:9][C@H:8]([C:10]2[CH:15]=[CH:14][CH:13]=[C:12]([Cl:16])[CH:11]=2)[C@@H:7]([C:17]2[CH:22]=[CH:21][C:20]([Cl:23])=[CH:19][CH:18]=2)[N:6]([CH:24]([CH2:31][CH3:32])[CH2:25][C@@H:26]([CH:28]2[CH2:30][CH2:29]2)[OH:27])[C:5]1=[O:33])[CH:2]=[CH2:3].O.CC(OI1(OC(C)=O)(OC(C)=O)OC(=O)C2C=CC=CC1=2)=O. Product: [CH2:1]([C@@:4]1([CH3:34])[CH2:9][C@H:8]([C:10]2[CH:15]=[CH:14][CH:13]=[C:12]([Cl:16])[CH:11]=2)[C@@H:7]([C:17]2[CH:18]=[CH:19][C:20]([Cl:23])=[CH:21][CH:22]=2)[N:6]([C@@H:24]([CH2:31][CH3:32])[CH2:25][C:26]([CH:28]2[CH2:29][CH2:30]2)=[O:27])[C:5]1=[O:33])[CH:2]=[CH2:3]. The catalyst class is: 2. (4) Reactant: Cl.[CH3:2][O:3][C:4]1[CH:5]=[C:6]([CH:11]=[CH:12][C:13]=1[C:14]1[O:18][C:17]([CH3:19])=[N:16][CH:15]=1)[C:7]([NH:9][NH2:10])=[O:8].[Cl:20][CH2:21][CH2:22][CH2:23][CH:24]([C:28]1[CH:33]=[CH:32][C:31]([F:34])=[CH:30][CH:29]=1)[C:25](O)=[O:26].CCN=C=NCCCN(C)C.C1C=CC2N(O)N=NC=2C=1.C(N(CC)CC)C. Product: [Cl:20][CH2:21][CH2:22][CH2:23][CH:24]([C:28]1[CH:33]=[CH:32][C:31]([F:34])=[CH:30][CH:29]=1)[C:25]([NH:10][NH:9][C:7](=[O:8])[C:6]1[CH:11]=[CH:12][C:13]([C:14]2[O:18][C:17]([CH3:19])=[N:16][CH:15]=2)=[C:4]([O:3][CH3:2])[CH:5]=1)=[O:26]. The catalyst class is: 47.